Predict the reaction yield, written as a fraction of the theoretical maximum amount of product (1.0 means a 100% yield; for example, 0.34 means a 34% yield). From a dataset of Reaction yield outcomes from USPTO patents with 853,638 reactions. (1) The reactants are [N+:1]([C:4]1[CH:5]=[C:6]([C:21]2[S:25][C:24]([C:26]([S:29]([NH2:32])(=[O:31])=[O:30])([CH3:28])[CH3:27])=[N:23][CH:22]=2)[CH:7]=[C:8]([NH:10][C:11]2[N:16]=[C:15]([C:17]([F:20])([F:19])[F:18])[CH:14]=[CH:13][N:12]=2)[CH:9]=1)([O-])=O. The catalyst is CO. The product is [NH2:1][C:4]1[CH:5]=[C:6]([C:21]2[S:25][C:24]([C:26]([S:29]([NH2:32])(=[O:31])=[O:30])([CH3:28])[CH3:27])=[N:23][CH:22]=2)[CH:7]=[C:8]([NH:10][C:11]2[N:16]=[C:15]([C:17]([F:19])([F:18])[F:20])[CH:14]=[CH:13][N:12]=2)[CH:9]=1. The yield is 0.620. (2) The reactants are C(C1C=C(NC(=O)CCCC2C=CC([B:25]([OH:27])[OH:26])=CC=2)C=CC=1S(CC)(=O)=O)#N.[C:29]([C:31]1[CH:32]=[C:33]([NH:37][C:38](=[O:53])[O:39][CH2:40][CH2:41][C:42]2[C:47]([CH2:48][CH3:49])=[CH:46][C:45](Br)=[CH:44][C:43]=2[CH2:51][CH3:52])[CH:34]=[CH:35][CH:36]=1)#[N:30]. No catalyst specified. The product is [C:29]([C:31]1[CH:32]=[C:33]([NH:37][C:38]([O:39][CH2:40][CH2:41][C:42]2[C:47]([CH2:48][CH3:49])=[CH:46][C:45]([B:25]([OH:27])[OH:26])=[CH:44][C:43]=2[CH2:51][CH3:52])=[O:53])[CH:34]=[CH:35][CH:36]=1)#[N:30]. The yield is 0.450. (3) The reactants are [CH2:1]([O:3][C:4]([C:6]1[O:7][C:8]2[CH:15]=[CH:14][CH:13]=[C:12](OS(C(F)(F)F)(=O)=O)[C:9]=2[C:10]=1[CH3:11])=[O:5])[CH3:2].[CH3:24][N:25](C=O)C. The product is [CH2:1]([O:3][C:4]([C:6]1[O:7][C:8]2[CH:15]=[CH:14][CH:13]=[C:12]([C:24]#[N:25])[C:9]=2[C:10]=1[CH3:11])=[O:5])[CH3:2]. The catalyst is [C-]#N.[C-]#N.[Zn+2].C1C=CC([P]([Pd]([P](C2C=CC=CC=2)(C2C=CC=CC=2)C2C=CC=CC=2)([P](C2C=CC=CC=2)(C2C=CC=CC=2)C2C=CC=CC=2)[P](C2C=CC=CC=2)(C2C=CC=CC=2)C2C=CC=CC=2)(C2C=CC=CC=2)C2C=CC=CC=2)=CC=1. The yield is 0.800. (4) The product is [F:1][C:2]1[CH:3]=[CH:4][C:5]([NH:18][C:19](=[O:31])[C:20]2[CH:25]=[CH:24][C:23]([N:36]3[CH2:37][CH2:38][CH2:39][N:33]([CH3:32])[CH2:34][CH2:35]3)=[CH:22][C:21]=2[O:27][CH:28]([CH3:30])[CH3:29])=[C:6]([CH:17]=1)[C:7]([NH:9][C:10]1[CH:15]=[CH:14][C:13]([Cl:16])=[CH:12][N:11]=1)=[O:8]. The yield is 0.820. No catalyst specified. The reactants are [F:1][C:2]1[CH:3]=[CH:4][C:5]([NH:18][C:19](=[O:31])[C:20]2[CH:25]=[CH:24][C:23](F)=[CH:22][C:21]=2[O:27][CH:28]([CH3:30])[CH3:29])=[C:6]([CH:17]=1)[C:7]([NH:9][C:10]1[CH:15]=[CH:14][C:13]([Cl:16])=[CH:12][N:11]=1)=[O:8].[CH3:32][N:33]1[CH2:39][CH2:38][CH2:37][NH:36][CH2:35][CH2:34]1. (5) The reactants are [Br:1][C:2]1[C:7]([O:8][CH3:9])=[CH:6][C:5]([C:10]2[O:11][CH:12]=[CH:13][CH:14]=2)=[CH:4][C:3]=1[O:15][CH3:16].C([N-]C(C)C)(C)C.[Li+].CON(C)[C:28](=[O:44])[CH:29]([O:42][CH3:43])[C:30]1[CH:35]=[CH:34][C:33]([N:36]2[CH2:41][CH2:40][O:39][CH2:38][CH2:37]2)=[CH:32][CH:31]=1. The catalyst is C1COCC1. The product is [Br:1][C:2]1[C:7]([O:8][CH3:9])=[CH:6][C:5]([C:10]2[O:11][C:12]([C:28](=[O:44])[CH:29]([O:42][CH3:43])[C:30]3[CH:31]=[CH:32][C:33]([N:36]4[CH2:37][CH2:38][O:39][CH2:40][CH2:41]4)=[CH:34][CH:35]=3)=[CH:13][CH:14]=2)=[CH:4][C:3]=1[O:15][CH3:16]. The yield is 0.590. (6) The reactants are [Br:1][C:2]1[CH:3]=[C:4]2[C:10]([C:11]([NH2:13])=O)=[CH:9][NH:8][C:5]2=[N:6][CH:7]=1.C(N(CC)CC)C.FC(F)(F)C(OC(=O)C(F)(F)F)=O. The catalyst is C(#N)C. The product is [Br:1][C:2]1[CH:3]=[C:4]2[C:10]([C:11]#[N:13])=[CH:9][NH:8][C:5]2=[N:6][CH:7]=1. The yield is 0.720. (7) The reactants are C([N:8]1[C:12]([NH:13][C:14]2[CH:27]=[CH:26][C:25]([Cl:28])=[CH:24][C:15]=2[CH:16]=[C:17]2[CH2:20][CH:19]([C:21]([OH:23])=[O:22])[CH2:18]2)=[CH:11][N:10]=[N:9]1)C1C=CC=CC=1.C(O)(=O)C. The catalyst is CCOC(C)=O.CO.Br[Zn]Br.[Pd]. The product is [N:10]1[NH:9][N:8]=[C:12]([NH:13][C:14]2[CH:27]=[CH:26][C:25]([Cl:28])=[CH:24][C:15]=2[CH2:16][CH:17]2[CH2:20][CH:19]([C:21]([OH:23])=[O:22])[CH2:18]2)[CH:11]=1. The yield is 0.0390.